This data is from Full USPTO retrosynthesis dataset with 1.9M reactions from patents (1976-2016). The task is: Predict the reactants needed to synthesize the given product. (1) Given the product [NH2:18][C:10]1[O:11][C@H:12]([C:14]([F:17])([F:15])[F:16])[CH2:13][C@:8]([C:6]2[CH:7]=[C:2]([NH:1][C:31]([C:24]3[C:23]([Cl:22])=[CH:28][C:27]([C:29]#[N:30])=[CH:26][N:25]=3)=[O:32])[CH:3]=[CH:4][C:5]=2[F:21])([CH2:19][F:20])[N:9]=1, predict the reactants needed to synthesize it. The reactants are: [NH2:1][C:2]1[CH:3]=[CH:4][C:5]([F:21])=[C:6]([C@:8]2([CH2:19][F:20])[CH2:13][C@@H:12]([C:14]([F:17])([F:16])[F:15])[O:11][C:10]([NH2:18])=[N:9]2)[CH:7]=1.[Cl:22][C:23]1[C:24]([C:31](O)=[O:32])=[N:25][CH:26]=[C:27]([C:29]#[N:30])[CH:28]=1.[Cl-].COC1N=C(OC)N=C([N+]2(C)CCOCC2)N=1. (2) Given the product [CH2:1]([O:8][C:9]1[CH:10]=[C:11]([CH:25]=[CH:26][CH:27]=1)[C:12]([NH:14][C:15]1[CH:20]=[CH:19][CH:18]=[CH:17][C:16]=1[S:21]([NH:24][C:34](=[O:41])[C:33]1[CH:36]=[CH:37][C:30]([C:29]([F:39])([F:38])[F:28])=[CH:31][CH:32]=1)(=[O:23])=[O:22])=[O:13])[C:2]1[CH:3]=[CH:4][CH:5]=[CH:6][CH:7]=1, predict the reactants needed to synthesize it. The reactants are: [CH2:1]([O:8][C:9]1[CH:10]=[C:11]([CH:25]=[CH:26][CH:27]=1)[C:12]([NH:14][C:15]1[CH:20]=[CH:19][CH:18]=[CH:17][C:16]=1[S:21]([NH2:24])(=[O:23])=[O:22])=[O:13])[C:2]1[CH:7]=[CH:6][CH:5]=[CH:4][CH:3]=1.[F:28][C:29]([F:39])([F:38])[C:30]1[CH:37]=[CH:36][C:33]([CH2:34]Cl)=[CH:32][CH:31]=1.C(=O)([O-])[O-:41].[K+].[K+]. (3) Given the product [Cl:26][C:5]1[C:6]([C:8]2[C:16]3[C:11](=[CH:12][CH:13]=[CH:14][CH:15]=3)[N:10]([S:17]([C:20]3[CH:25]=[CH:24][CH:23]=[CH:22][CH:21]=3)(=[O:18])=[O:19])[CH:9]=2)=[N:7][C:2]([NH:27][CH:28]2[CH2:33][CH2:32][CH2:31][N:30]([C:34]([C:36]3[CH:41]=[CH:40][C:39]([NH:42][C:43](=[O:49])[O:44][C:45]([CH3:47])([CH3:46])[CH3:48])=[CH:38][CH:37]=3)=[O:35])[CH2:29]2)=[N:3][CH:4]=1, predict the reactants needed to synthesize it. The reactants are: Cl[C:2]1[N:7]=[C:6]([C:8]2[C:16]3[C:11](=[CH:12][CH:13]=[CH:14][CH:15]=3)[N:10]([S:17]([C:20]3[CH:25]=[CH:24][CH:23]=[CH:22][CH:21]=3)(=[O:19])=[O:18])[CH:9]=2)[C:5]([Cl:26])=[CH:4][N:3]=1.[NH2:27][CH:28]1[CH2:33][CH2:32][CH2:31][N:30]([C:34]([C:36]2[CH:41]=[CH:40][C:39]([NH:42][C:43](=[O:49])[O:44][C:45]([CH3:48])([CH3:47])[CH3:46])=[CH:38][CH:37]=2)=[O:35])[CH2:29]1.CCN(C(C)C)C(C)C. (4) Given the product [C:15]1([C:2]2[N:7]=[C:6]3[O:8][C:9]4[CH:14]=[CH:13][CH:12]=[CH:11][C:10]=4[C:5]3=[CH:4][CH:3]=2)[CH:20]=[CH:19][CH:18]=[CH:17][CH:16]=1, predict the reactants needed to synthesize it. The reactants are: Cl[C:2]1[N:7]=[C:6]2[O:8][C:9]3[CH:14]=[CH:13][CH:12]=[CH:11][C:10]=3[C:5]2=[CH:4][CH:3]=1.[C:15]1(B(O)O)[CH:20]=[CH:19][CH:18]=[CH:17][CH:16]=1.P([O-])([O-])([O-])=O.[K+].[K+].[K+].C1(C)C=CC=CC=1. (5) Given the product [C:12]([O:11][C:4]1[CH:3]=[C:2]([N:20]2[CH:21]=[C:22]([F:23])[C:18]([F:17])=[CH:19]2)[CH:7]=[CH:6][C:5]=1[N+:8]([O-:10])=[O:9])([CH3:15])([CH3:14])[CH3:13], predict the reactants needed to synthesize it. The reactants are: Br[C:2]1[CH:7]=[CH:6][C:5]([N+:8]([O-:10])=[O:9])=[C:4]([O:11][C:12]([CH3:15])([CH3:14])[CH3:13])[CH:3]=1.Cl.[F:17][C:18]1(F)[C:22](F)([F:23])[CH2:21][NH:20][CH2:19]1.CC1(C)C2C(=C(P(C3C=CC=CC=3)C3C=CC=CC=3)C=CC=2)OC2C(P(C3C=CC=CC=3)C3C=CC=CC=3)=CC=CC1=2.CC(C)([O-])C.[Na+]. (6) Given the product [CH2:1]([O:3][C:4]1[CH:9]=[CH:8][C:7]([C:10]([F:13])([F:11])[F:12])=[CH:6][C:5]=1[C:14]1[CH:18]=[C:17]([C:47]2[CH:46]=[CH:45][C:44]3[C:49](=[CH:50][CH:51]=[C:42]([O:41][CH3:40])[CH:43]=3)[CH:48]=2)[N:16]([C@H:27]([C:29]2[CH:39]=[CH:38][C:32]([C:33]([O:35][CH2:36][CH3:37])=[O:34])=[CH:31][CH:30]=2)[CH3:28])[N:15]=1)[CH3:2], predict the reactants needed to synthesize it. The reactants are: [CH2:1]([O:3][C:4]1[CH:9]=[CH:8][C:7]([C:10]([F:13])([F:12])[F:11])=[CH:6][C:5]=1[C:14]1[CH:18]=[C:17](OS(C(F)(F)F)(=O)=O)[N:16]([C@H:27]([C:29]2[CH:39]=[CH:38][C:32]([C:33]([O:35][CH2:36][CH3:37])=[O:34])=[CH:31][CH:30]=2)[CH3:28])[N:15]=1)[CH3:2].[CH3:40][O:41][C:42]1[CH:43]=[C:44]2[C:49](=[CH:50][CH:51]=1)[CH:48]=[C:47](B(O)O)[CH:46]=[CH:45]2.C(N(CC)CC)C. (7) Given the product [C:1]([O:5][C:6](=[O:30])[NH:7][CH2:8][CH2:9][CH2:10][N:11]([CH2:16][C:17]1[CH:22]=[CH:21][CH:20]=[C:19]([C:23]2[CH:28]=[CH:27][N:26]=[C:25]([NH:31][CH2:32][CH2:33][C:34]3[CH:39]=[CH:38][C:37]([OH:40])=[C:36]([O:41][CH3:42])[CH:35]=3)[N:24]=2)[CH:18]=1)[S:12]([CH3:15])(=[O:14])=[O:13])([CH3:4])([CH3:3])[CH3:2], predict the reactants needed to synthesize it. The reactants are: [C:1]([O:5][C:6](=[O:30])[NH:7][CH2:8][CH2:9][CH2:10][N:11]([CH2:16][C:17]1[CH:22]=[CH:21][CH:20]=[C:19]([C:23]2[CH:28]=[CH:27][N:26]=[C:25](Cl)[N:24]=2)[CH:18]=1)[S:12]([CH3:15])(=[O:14])=[O:13])([CH3:4])([CH3:3])[CH3:2].[NH2:31][CH2:32][CH2:33][C:34]1[CH:39]=[CH:38][C:37]([OH:40])=[C:36]([O:41][CH3:42])[CH:35]=1.